Dataset: Full USPTO retrosynthesis dataset with 1.9M reactions from patents (1976-2016). Task: Predict the reactants needed to synthesize the given product. (1) Given the product [Cl:1][CH2:2][CH2:3][CH2:4][CH:5]1[O:6][C:7]2[CH:25]=[CH:24][CH:23]=[CH:22][C:8]=2[NH:9][S:10]1(=[O:11])=[O:12], predict the reactants needed to synthesize it. The reactants are: [Cl:1][CH2:2][CH2:3][CH2:4][CH:5]1[S:10](=[O:12])(=[O:11])[N:9](CC2C=CC(OC)=CC=2)[C:8]2[CH:22]=[CH:23][CH:24]=[CH:25][C:7]=2[O:6]1.C1(OC)C=CC=CC=1.FC(F)(F)C(O)=O. (2) Given the product [CH3:37][S:38]([OH:41])(=[O:40])=[O:39].[C:1](/[C:3](/[C:27]1[CH:32]=[CH:31][C:30]([O:33][CH3:34])=[C:29]([O:35][CH3:36])[CH:28]=1)=[CH:4]\[C:5]1[S:9][C:8]([N:10]2[CH2:11][CH2:12][CH:13]([O:16][C:17](=[O:26])[CH2:18][N:19]3[CH2:25][CH2:24][CH2:23][CH2:22][CH2:21][CH2:20]3)[CH2:14][CH2:15]2)=[CH:7][CH:6]=1)#[N:2], predict the reactants needed to synthesize it. The reactants are: [C:1](/[C:3](/[C:27]1[CH:32]=[CH:31][C:30]([O:33][CH3:34])=[C:29]([O:35][CH3:36])[CH:28]=1)=[CH:4]\[C:5]1[S:9][C:8]([N:10]2[CH2:15][CH2:14][CH:13]([O:16][C:17](=[O:26])[CH2:18][N:19]3[CH2:25][CH2:24][CH2:23][CH2:22][CH2:21][CH2:20]3)[CH2:12][CH2:11]2)=[CH:7][CH:6]=1)#[N:2].[CH3:37][S:38]([OH:41])(=[O:40])=[O:39].